This data is from Retrosynthesis with 50K atom-mapped reactions and 10 reaction types from USPTO. The task is: Predict the reactants needed to synthesize the given product. (1) Given the product NCc1ccc2ncsc2c1, predict the reactants needed to synthesize it. The reactants are: N#Cc1ccc2ncsc2c1. (2) The reactants are: Cc1cc(C2CCC2)c(-c2nnc[nH]2)cc1C(=O)O.N#Cc1ccc(C2(F)CCNCC2)cc1. Given the product Cc1cc(C2CCC2)c(-c2nnc[nH]2)cc1C(=O)N1CCC(F)(c2ccc(C#N)cc2)CC1, predict the reactants needed to synthesize it. (3) Given the product CC(C)(C)c1ccc(N2C(=O)N(Cc3ccnc(Cl)c3)C(C)(C)C2=O)cc1, predict the reactants needed to synthesize it. The reactants are: CC1(C)NC(=O)N(c2ccc(C(C)(C)C)cc2)C1=O.ClCc1ccnc(Cl)c1. (4) Given the product O=C(NCC1CC1)c1ccccc1Nc1nc(-c2cccnc2)nc2ccc(Cl)cc12, predict the reactants needed to synthesize it. The reactants are: Clc1ccc2nc(-c3cccnc3)nc(Cl)c2c1.Nc1ccccc1C(=O)NCC1CC1.